From a dataset of Forward reaction prediction with 1.9M reactions from USPTO patents (1976-2016). Predict the product of the given reaction. (1) Given the reactants [Br:1][C:2]1[CH:7]=[CH:6][C:5]([C:8]2([C:12]#N)[CH2:11][CH2:10][CH2:9]2)=[C:4]([O:14][CH3:15])[CH:3]=1.[OH2:16].Cl.[OH-:18].[K+], predict the reaction product. The product is: [Br:1][C:2]1[CH:7]=[CH:6][C:5]([C:8]2([C:12]([OH:18])=[O:16])[CH2:11][CH2:10][CH2:9]2)=[C:4]([O:14][CH3:15])[CH:3]=1. (2) Given the reactants [C:1]([O:5][CH:6]=[CH2:7])([CH3:4])([CH3:3])[CH3:2].[C:8]([OH:13])(=[O:12])[C:9]([CH3:11])=[CH2:10], predict the reaction product. The product is: [C:8]([O:13][CH:6]([O:5][C:1]([CH3:4])([CH3:3])[CH3:2])[CH3:7])(=[O:12])[C:9]([CH3:11])=[CH2:10]. (3) Given the reactants [CH3:1][C:2]1([CH3:19])[C:6]([CH3:8])([CH3:7])[O:5][B:4]([C:9]2[CH:10]=[N:11][N:12]([CH:14]([CH3:18])[C:15](=[O:17])[CH3:16])[CH:13]=2)[O:3]1.[CH3:20][Mg+].[Br-], predict the reaction product. The product is: [CH3:16][C:15]([OH:17])([CH:14]([N:12]1[CH:13]=[C:9]([B:4]2[O:5][C:6]([CH3:7])([CH3:8])[C:2]([CH3:19])([CH3:1])[O:3]2)[CH:10]=[N:11]1)[CH3:18])[CH3:20]. (4) Given the reactants [OH:1][CH2:2][C:3]1[C:4]([OH:11])=[C:5](O)[C:6]([CH3:9])=[N:7][CH:8]=1.Br[CH2:13][C:14]1[CH:19]=[CH:18][CH:17]=[C:16]([C:20]#[N:21])[CH:15]=1.[C:22](=[O:25])([O-])[O-].[Cs+].[Cs+], predict the reaction product. The product is: [C:20]([C:16]1[CH:15]=[C:14]([CH:19]=[CH:18][CH:17]=1)[CH2:13][O:11][C:4]1[C:3]([CH2:2][OH:1])=[CH:8][N:7]=[C:6]([CH3:9])[C:5]=1[O:25][CH2:22][C:14]1[CH:15]=[C:16]([CH:17]=[CH:18][CH:19]=1)[C:20]#[N:21])#[N:21]. (5) Given the reactants [N+:1]([C:4]1[CH:9]=[CH:8][C:7]([C:10]2[O:11][C:12]3[CH:13]=[N:14][CH:15]=[CH:16][C:17]=3[N:18]=2)=[CH:6][CH:5]=1)([O-])=O.[NH4+].[Cl-].O, predict the reaction product. The product is: [N:18]1[C:17]2[CH:16]=[CH:15][N:14]=[CH:13][C:12]=2[O:11][C:10]=1[C:7]1[CH:6]=[CH:5][C:4]([NH2:1])=[CH:9][CH:8]=1.